Dataset: Reaction yield outcomes from USPTO patents with 853,638 reactions. Task: Predict the reaction yield, written as a fraction of the theoretical maximum amount of product (1.0 means a 100% yield; for example, 0.34 means a 34% yield). (1) The reactants are [CH3:1][C:2]([C:6]1[CH:11]=[CH:10][C:9]([N+:12]([O-:14])=[O:13])=[CH:8][CH:7]=1)([CH3:5])[C:3]#[N:4].Cl.[OH-].[Na+]. The catalyst is C1COCC1. The product is [CH3:5][C:2]([C:6]1[CH:11]=[CH:10][C:9]([N+:12]([O-:14])=[O:13])=[CH:8][CH:7]=1)([CH3:1])[CH2:3][NH2:4]. The yield is 0.900. (2) The reactants are [CH3:1][O:2][C:3]1[CH:8]=[CH:7][C:6]([C:9]2[O:13][C:12]([C:14]([N:16]3[CH2:19][CH:18]([O:20][C:21]4[CH:28]=[CH:27][C:24]([CH:25]=O)=[CH:23][CH:22]=4)[CH2:17]3)=[O:15])=[N:11][N:10]=2)=[CH:5][CH:4]=1.Cl.[CH3:30][C:31]1([CH2:37][OH:38])[CH2:36][CH2:35][NH:34][CH2:33][CH2:32]1.CCN(C(C)C)C(C)C.C(O[BH-](OC(=O)C)OC(=O)C)(=O)C.[Na+].CC1(CO)CCNCC1. The catalyst is C(Cl)Cl.CO. The product is [OH:38][CH2:37][C:31]1([CH3:30])[CH2:36][CH2:35][N:34]([CH2:25][C:24]2[CH:27]=[CH:28][C:21]([O:20][CH:18]3[CH2:17][N:16]([C:14]([C:12]4[O:13][C:9]([C:6]5[CH:5]=[CH:4][C:3]([O:2][CH3:1])=[CH:8][CH:7]=5)=[N:10][N:11]=4)=[O:15])[CH2:19]3)=[CH:22][CH:23]=2)[CH2:33][CH2:32]1. The yield is 0.540. (3) The reactants are [S:1]1[C:5]([C:6]2[CH:7]=[C:8](Br)[CH:9]=[C:10]3[C:14]=2[NH:13][N:12]=[CH:11]3)=[CH:4][C:3]2[CH:16]=[CH:17][CH:18]=[CH:19][C:2]1=2.C(N(CC)CC)C.[CH3:27][OH:28].CN(C)[CH:31]=[O:32]. No catalyst specified. The product is [CH3:27][O:28][C:31]([C:8]1[CH:9]=[C:10]2[C:14](=[C:6]([C:5]3[S:1][C:2]4[CH:19]=[CH:18][CH:17]=[CH:16][C:3]=4[CH:4]=3)[CH:7]=1)[NH:13][N:12]=[CH:11]2)=[O:32]. The yield is 0.800. (4) The reactants are [C:1]([O:5][C:6](=[O:15])[NH:7][C@H:8]([CH:13]=[O:14])[CH2:9][CH2:10][CH2:11][CH3:12])([CH3:4])([CH3:3])[CH3:2].CC(C)(O)[C:18]#[N:19].C(N(CC)CC)C. The catalyst is ClCCl.CCOCC. The product is [C:1]([O:5][C:6](=[O:15])[NH:7][C@H:8]([CH:13]([C:18]#[N:19])[OH:14])[CH2:9][CH2:10][CH2:11][CH3:12])([CH3:2])([CH3:3])[CH3:4]. The yield is 0.820. (5) The yield is 0.650. The product is [F:8][C:4]1[CH:5]=[CH:6][CH:7]=[C:2]([F:1])[C:3]=1[N:9]1[C:14]2[N:15]=[C:16]([NH:36][CH2:37][CH2:38][NH:39][CH3:40])[N:17]=[C:18]([C:19]3[CH:24]=[C:23]([CH:22]=[CH:21][C:20]=3[CH3:35])[C:25]([NH:27][C:28]3[CH:29]=[CH:30][C:31]([F:34])=[CH:32][CH:33]=3)=[O:26])[C:13]=2[CH2:12][NH:11][C:10]1=[O:48]. The catalyst is C(Cl)Cl. The reactants are [F:1][C:2]1[CH:7]=[CH:6][CH:5]=[C:4]([F:8])[C:3]=1[N:9]1[C:14]2[N:15]=[C:16]([NH:36][CH2:37][CH2:38][N:39](C)[C:40](=O)OC(C)(C)C)[N:17]=[C:18]([C:19]3[CH:24]=[C:23]([C:25]([NH:27][C:28]4[CH:33]=[CH:32][C:31]([F:34])=[CH:30][CH:29]=4)=[O:26])[CH:22]=[CH:21][C:20]=3[CH3:35])[C:13]=2[CH2:12][NH:11][C:10]1=[O:48].C(O)(C(F)(F)F)=O.